From a dataset of Forward reaction prediction with 1.9M reactions from USPTO patents (1976-2016). Predict the product of the given reaction. (1) Given the reactants [CH:1]1([C:4]2[N:8]([C:9]3[N:14]=[CH:13][C:12]([NH2:15])=[CH:11][N:10]=3)[N:7]=[C:6]([C:16]([F:19])([F:18])[F:17])[CH:5]=2)[CH2:3][CH2:2]1.C([O:24][C:25](=O)[CH2:26][C:27]([CH3:29])=[O:28])(C)(C)C, predict the reaction product. The product is: [CH:1]1([C:4]2[N:8]([C:9]3[N:14]=[CH:13][C:12]([NH:15][C:25](=[O:24])[CH2:26][C:27](=[O:28])[CH3:29])=[CH:11][N:10]=3)[N:7]=[C:6]([C:16]([F:17])([F:18])[F:19])[CH:5]=2)[CH2:2][CH2:3]1. (2) The product is: [O:17]=[C:16]1[NH:15][CH2:14][CH2:13][N:1]1[C:2]1[CH:3]=[C:4]([CH:9]=[CH:10][N:11]=1)[C:5]([O:7][CH3:8])=[O:6]. Given the reactants [NH2:1][C:2]1[CH:3]=[C:4]([CH:9]=[CH:10][N:11]=1)[C:5]([O:7][CH3:8])=[O:6].Cl[CH2:13][CH2:14][N:15]=[C:16]=[O:17].C(N(CC)CC)C.C(=O)([O-])[O-].[K+].[K+], predict the reaction product. (3) Given the reactants [Cl:1][C:2]1[C:10]([C:11]([O:13]C)=[O:12])=[CH:9][CH:8]=[C:7]2[C:3]=1[CH:4]=[CH:5][NH:6]2.[H-].[Na+].[CH3:17]I, predict the reaction product. The product is: [Cl:1][C:2]1[C:10]([C:11]([OH:13])=[O:12])=[CH:9][CH:8]=[C:7]2[C:3]=1[CH:4]=[CH:5][N:6]2[CH3:17]. (4) Given the reactants C(O[C:6]([N:8](C)[C:9]1[S:10][C@H:11]2[O:17][C@H:16]([CH2:18][CH2:19][C:20](OCC)=[O:21])[C@@H:15]([O:25]CC3C=CC(OC)=CC=3)[C@H:14]([O:35]CC3C=CC(OC)=CC=3)[C@H:12]2[N:13]=1)=O)(C)(C)C.[H-].[H-].[H-].[H-].[Li+].[Al+3].ClCCl.[C:55]([OH:61])([C:57]([F:60])([F:59])[F:58])=[O:56], predict the reaction product. The product is: [F:58][C:57]([F:60])([F:59])[C:55]([OH:61])=[O:56].[OH:21][CH2:20][CH2:19][CH2:18][C@H:16]1[O:17][C@H:11]2[C@H:12]([N:13]=[C:9]([NH:8][CH3:6])[S:10]2)[C@@H:14]([OH:35])[C@@H:15]1[OH:25]. (5) Given the reactants C([O:3][C:4](=[O:26])[CH2:5][C:6]1[C:11]([Cl:12])=[CH:10][N:9]=[C:8]([NH:13][CH2:14][C:15]([F:24])([F:23])[C:16]2[CH:21]=[CH:20][CH:19]=[CH:18][N+:17]=2[O-:22])[C:7]=1[F:25])C.[Li+].[OH-].Cl, predict the reaction product. The product is: [Cl:12][C:11]1[C:6]([CH2:5][C:4]([OH:26])=[O:3])=[C:7]([F:25])[C:8]([NH:13][CH2:14][C:15]([F:23])([F:24])[C:16]2[CH:21]=[CH:20][CH:19]=[CH:18][N+:17]=2[O-:22])=[N:9][CH:10]=1.